Dataset: Blood-brain barrier permeability classification from the B3DB database. Task: Regression/Classification. Given a drug SMILES string, predict its absorption, distribution, metabolism, or excretion properties. Task type varies by dataset: regression for continuous measurements (e.g., permeability, clearance, half-life) or binary classification for categorical outcomes (e.g., BBB penetration, CYP inhibition). Dataset: b3db_classification. (1) The compound is CC[C@H]1OC(=O)[C@H](C)[C@@H](O[C@H]2C[C@@](C)(OC)[C@@H](O)[C@H](C)O2)C(C)[C@@H](O[C@@H]2O[C@H](C)C[C@H](N(C)C)[C@H]2O)[C@](C)(O)C[C@@H](C)CN(C)[C@H](C)[C@@H](O)[C@]1(C)O. The result is 0 (does not penetrate BBB). (2) The compound is C=CCN1CC[C@@]23c4c5ccc(O)c4O[C@H]2C(=O)CC[C@@]3(O)[C@@H]1C5. The result is 1 (penetrates BBB). (3) The molecule is O=C(O)C1=C(CSc2nnnn2CS(=O)(=O)O)CS[C@@H]2[C@H](NC(=O)C(O)c3ccccc3)C(=O)N12. The result is 0 (does not penetrate BBB). (4) The compound is NS(=O)(=O)c1cc(Cl)cc(NCc2ccco2)c1C(=O)O. The result is 1 (penetrates BBB). (5) The compound is Nn1cnc2cc3ccccc3cc2c1=O. The result is 1 (penetrates BBB).